This data is from Full USPTO retrosynthesis dataset with 1.9M reactions from patents (1976-2016). The task is: Predict the reactants needed to synthesize the given product. (1) Given the product [CH2:58]([N:60]([CH2:61][CH3:62])[C:31]([C:27]1[CH:28]=[CH:29][C:30]2[N:17]([CH:12]3[CH2:13][CH:14]4[N:9]([CH3:8])[CH:10]([CH2:16][CH2:15]4)[CH2:11]3)[C:18]3[C:23]([O:24][C:25]=2[CH:26]=1)=[CH:22][CH:21]=[CH:20][CH:19]=3)=[O:32])[CH3:59], predict the reactants needed to synthesize it. The reactants are: C(O)(C(F)(F)F)=O.[CH3:8][N:9]1[CH:14]2[CH2:15][CH2:16][CH:10]1[CH2:11][CH:12]([N:17]1[C:30]3[CH:29]=[CH:28][C:27]([C:31](O)=[O:32])=[CH:26][C:25]=3[O:24][C:23]3[C:18]1=[CH:19][CH:20]=[CH:21][CH:22]=3)[CH2:13]2.CN(C(ON1N=NC2C=CC=CC1=2)=[N+](C)C)C.F[P-](F)(F)(F)(F)F.[CH2:58]([N:60](CC)[CH2:61][CH3:62])[CH3:59]. (2) Given the product [Cl:2][C:3]1[N:11]=[CH:10][C:9]([C:12]([F:15])([F:14])[F:13])=[CH:8][C:4]=1[C:5]([NH2:1])=[O:6], predict the reactants needed to synthesize it. The reactants are: [NH3:1].[Cl:2][C:3]1[N:11]=[CH:10][C:9]([C:12]([F:15])([F:14])[F:13])=[CH:8][C:4]=1[C:5](Cl)=[O:6]. (3) The reactants are: C([N:8]1[CH2:13][CH2:12][N:11]([C:14]2[CH:15]=[CH:16][CH:17]=[C:18]3[C:23]=2[N:22]=[CH:21][CH:20]=[CH:19]3)[CH2:10][CH2:9]1)C1C=CC=CC=1.ClC(OC=C)=O. Given the product [N:11]1([C:14]2[CH:15]=[CH:16][CH:17]=[C:18]3[C:23]=2[N:22]=[CH:21][CH:20]=[CH:19]3)[CH2:12][CH2:13][NH:8][CH2:9][CH2:10]1, predict the reactants needed to synthesize it. (4) The reactants are: [C:1]([C:5]1[CH:42]=[CH:41][C:8]([CH2:9][N:10]2[C:14](=[O:15])[N:13]([CH2:16][CH3:17])[C:12]([CH2:18][CH2:19][CH2:20][C:21]3[CH:26]=[CH:25][C:24]([C:27]4[CH:32]=[CH:31][C:30]([O:33][CH2:34][CH3:35])=[C:29]([C:36]5([C:39]#N)[CH2:38][CH2:37]5)[CH:28]=4)=[CH:23][CH:22]=3)=[N:11]2)=[CH:7][CH:6]=1)([CH3:4])([CH3:3])[CH3:2].[OH-:43].[K+].[OH2:45]. Given the product [C:1]([C:5]1[CH:6]=[CH:7][C:8]([CH2:9][N:10]2[C:14](=[O:15])[N:13]([CH2:16][CH3:17])[C:12]([CH2:18][CH2:19][CH2:20][C:21]3[CH:22]=[CH:23][C:24]([C:27]4[CH:32]=[CH:31][C:30]([O:33][CH2:34][CH3:35])=[C:29]([C:36]5([C:39]([OH:45])=[O:43])[CH2:37][CH2:38]5)[CH:28]=4)=[CH:25][CH:26]=3)=[N:11]2)=[CH:41][CH:42]=1)([CH3:3])([CH3:4])[CH3:2], predict the reactants needed to synthesize it. (5) Given the product [CH:24](/[C:21]1[S:20][C:14]2=[N:15][CH:16]=[C:17]([C:18]#[N:19])[C:12]([NH:11][C:7]3[CH:6]=[C:5]4[C:10](=[CH:9][CH:8]=3)[NH:2][CH:3]=[CH:4]4)=[C:13]2[CH:22]=1)=[CH:25]\[CH:26]=[CH2:27], predict the reactants needed to synthesize it. The reactants are: Cl.[NH:2]1[C:10]2[C:5](=[CH:6][C:7]([NH:11][C:12]3[C:17]([C:18]#[N:19])=[CH:16][N:15]=[C:14]4[S:20][C:21](I)=[CH:22][C:13]=34)=[CH:8][CH:9]=2)[CH:4]=[CH:3]1.[CH3:24][C:25]1C=CC(S(OCC/C=C/B2CC(C)(C)C(C)(C)C2)(=O)=O)=[CH:27][CH:26]=1.C(=O)([O-])[O-].[Cs+].[Cs+]. (6) Given the product [CH2:25]([O:24][CH2:23][N:22]1[C:15]2=[N:14][C:13]3[N:12]([CH3:27])[C:11](=[O:28])[N:10]([CH2:9][CH2:8][CH2:7][CH2:6][C@H:5]([OH:4])[CH3:29])[C:18](=[O:19])[C:17]=3[N:16]2[CH2:20][CH2:21]1)[CH3:26], predict the reactants needed to synthesize it. The reactants are: C([O:4][C@H:5]([CH3:29])[CH2:6][CH2:7][CH2:8][CH2:9][N:10]1[C:18](=[O:19])[C:17]2[N:16]3[CH2:20][CH2:21][N:22]([CH2:23][O:24][CH2:25][CH3:26])[C:15]3=[N:14][C:13]=2[N:12]([CH3:27])[C:11]1=[O:28])(=O)C.C(=O)([O-])[O-].[K+].[K+]. (7) The reactants are: CC1C=CC(S(O[CH2:12][CH2:13][CH2:14][CH2:15][C:16]2[C:24]3[C:19](=[CH:20][CH:21]=[C:22]([O:25][CH3:26])[CH:23]=3)[NH:18][CH:17]=2)(=O)=O)=CC=1.[CH3:27][O:28][C:29]1[CH:34]=[C:33]([O:35][CH3:36])[N:32]=[C:31]([N:37]2[CH2:42][CH2:41][NH:40][CH2:39][CH2:38]2)[N:30]=1.C(=O)([O-])[O-].[K+].[K+].[I-].[K+]. Given the product [CH3:27][O:28][C:29]1[CH:34]=[C:33]([O:35][CH3:36])[N:32]=[C:31]([N:37]2[CH2:38][CH2:39][N:40]([CH2:12][CH2:13][CH2:14][CH2:15][C:16]3[C:24]4[C:19](=[CH:20][CH:21]=[C:22]([O:25][CH3:26])[CH:23]=4)[NH:18][CH:17]=3)[CH2:41][CH2:42]2)[N:30]=1, predict the reactants needed to synthesize it. (8) Given the product [CH2:1]([CH:3]1[N:4]2[CH:5]([CH2:28][C:27](=[O:29])[C:21]([C:22]([O:24][CH2:25][CH3:26])=[O:23])=[CH:20]2)[C:6]2[CH:7]=[C:8]([CH2:15][CH3:16])[C:9]([O:13][CH3:14])=[CH:10][C:11]=2[CH2:12]1)[CH3:2], predict the reactants needed to synthesize it. The reactants are: [CH2:1]([CH:3]1[CH2:12][C:11]2[C:6](=[CH:7][C:8]([CH2:15][CH3:16])=[C:9]([O:13][CH3:14])[CH:10]=2)[CH:5]=[N:4]1)[CH3:2].C(O[CH:20]=[C:21]([C:27](=[O:29])[CH3:28])[C:22]([O:24][CH2:25][CH3:26])=[O:23])C. (9) Given the product [N:51]1[CH:42]=[CH:43][CH:44]=[C:45]([CH2:40][O:1][C:2]2[CH:7]=[CH:6][C:5]([N:8]3[C:12]4[CH:13]=[CH:14][C:15]([C:17]([NH:19][CH2:20][C:21]5[CH:22]=[N:23][CH:24]=[CH:25][CH:26]=5)=[O:18])=[CH:16][C:11]=4[N:10]=[CH:9]3)=[CH:4][CH:3]=2)[CH:59]=1, predict the reactants needed to synthesize it. The reactants are: [OH:1][C:2]1[CH:7]=[CH:6][C:5]([N:8]2[C:12]3[CH:13]=[CH:14][C:15]([C:17]([NH:19][CH2:20][C:21]4[CH:22]=[N:23][CH:24]=[CH:25][CH:26]=4)=[O:18])=[CH:16][C:11]=3[N:10]=[CH:9]2)=[CH:4][CH:3]=1.[CH:44]1[CH:45]=[CH:40]C(P([C:40]2[CH:45]=[CH:44][CH:43]=[CH:42]C=2)[C:44]2[CH:45]=[CH:40]C=[CH:42][CH:43]=2)=[CH:42][CH:43]=1.C1COCC1.[N:51]([C:59](OC(C)C)=O)=NC(OC(C)C)=O.